From a dataset of Catalyst prediction with 721,799 reactions and 888 catalyst types from USPTO. Predict which catalyst facilitates the given reaction. (1) Product: [CH:1]1([N:5]2[C:9]3[CH:10]=[CH:11][C:12]([NH2:14])=[CH:13][C:8]=3[N:7]=[CH:6]2)[CH2:4][CH2:3][CH2:2]1. Reactant: [CH:1]1([N:5]2[C:9]3[CH:10]=[CH:11][C:12]([NH:14]C(=O)C)=[CH:13][C:8]=3[N:7]=[CH:6]2)[CH2:4][CH2:3][CH2:2]1.Cl. The catalyst class is: 8. (2) Reactant: O[C:2]1[CH:7]=[N:6][C:5]([C:8]([O:10][CH3:11])=[O:9])=[CH:4][N:3]=1.P(Cl)(Cl)([Cl:14])=O. Product: [Cl:14][C:2]1[CH:7]=[N:6][C:5]([C:8]([O:10][CH3:11])=[O:9])=[CH:4][N:3]=1. The catalyst class is: 9.